Dataset: Full USPTO retrosynthesis dataset with 1.9M reactions from patents (1976-2016). Task: Predict the reactants needed to synthesize the given product. (1) Given the product [CH3:33][O:1][C:2]1[CH:7]=[CH:6][CH:5]=[CH:4][C:3]=1[C:8]1[N:9]([CH2:20][CH2:21][C:22]2[CH:23]=[CH:24][CH:25]=[CH:26][CH:27]=2)[C:10](=[O:19])[C:11]2[CH2:18][CH2:17][O:16][CH2:15][CH2:14][C:12]=2[N:13]=1, predict the reactants needed to synthesize it. The reactants are: [OH:1][C:2]1[CH:7]=[CH:6][CH:5]=[CH:4][C:3]=1[C:8]1[N:9]([CH2:20][CH2:21][C:22]2[CH:27]=[CH:26][CH:25]=[CH:24][CH:23]=2)[C:10](=[O:19])[C:11]2[CH2:18][CH2:17][O:16][CH2:15][CH2:14][C:12]=2[N:13]=1.[H-].[Li+].[Br-].[Li+].Br[CH2:33]CC1C=CC=CC=1. (2) The reactants are: Cl[C:2]1[C:11]2[C:6](=[CH:7][CH:8]=[C:9]([C:12](=[O:20])[C:13]3[CH:18]=[CH:17][C:16]([Cl:19])=[CH:15][CH:14]=3)[CH:10]=2)[NH:5][C:4](=[O:21])[CH:3]=1.[NH:22]1[CH:26]=[CH:25][N:24]=[CH:23]1. Given the product [Cl:19][C:16]1[CH:17]=[CH:18][C:13]([C:12]([C:9]2[CH:10]=[C:11]3[C:6](=[CH:7][CH:8]=2)[NH:5][C:4](=[O:21])[CH:3]=[C:2]3[N:22]2[CH:26]=[CH:25][N:24]=[CH:23]2)=[O:20])=[CH:14][CH:15]=1, predict the reactants needed to synthesize it. (3) The reactants are: [NH2:1][C:2]1[CH:10]=[CH:9][CH:8]=[C:7]2[C:3]=1[CH:4]([CH2:19][CH2:20][CH2:21][C:22]([O:24]CC)=[O:23])[CH2:5][N:6]2[CH2:11][C:12]([O:14][C:15]([CH3:18])([CH3:17])[CH3:16])=[O:13].[OH-].[Li+:28].Cl. Given the product [NH2:1][C:2]1[CH:10]=[CH:9][CH:8]=[C:7]2[C:3]=1[CH:4]([CH2:19][CH2:20][CH2:21][C:22]([O-:24])=[O:23])[CH2:5][N:6]2[CH2:11][C:12]([O:14][C:15]([CH3:17])([CH3:18])[CH3:16])=[O:13].[Li+:28], predict the reactants needed to synthesize it. (4) Given the product [N:1]1[CH:6]=[CH:5][CH:4]=[CH:3][C:2]=1[NH:7][C:8]1[CH:16]=[CH:15][C:11]([C:12]([NH:33][C:30]2[S:31][CH:32]=[C:28]([C:19]3[CH:20]=[CH:21][CH:22]=[C:23]([C:24]([F:27])([F:25])[F:26])[C:18]=3[F:17])[N:29]=2)=[O:13])=[CH:10][CH:9]=1, predict the reactants needed to synthesize it. The reactants are: [N:1]1[CH:6]=[CH:5][CH:4]=[CH:3][C:2]=1[NH:7][C:8]1[CH:16]=[CH:15][C:11]([C:12](Cl)=[O:13])=[CH:10][CH:9]=1.[F:17][C:18]1[C:23]([C:24]([F:27])([F:26])[F:25])=[CH:22][CH:21]=[CH:20][C:19]=1[C:28]1[N:29]=[C:30]([NH2:33])[S:31][CH:32]=1. (5) Given the product [CH:4]([C:3]1[C:6]([CH3:10])=[CH:7][CH:8]=[CH:9][C:2]=1[C:19]1[CH:20]=[CH:21][C:22]([C:25]([NH:27][CH2:28][CH2:29][C:30]([O:32][CH2:33][CH3:34])=[O:31])=[O:26])=[N:23][CH:24]=1)=[O:5], predict the reactants needed to synthesize it. The reactants are: Cl[C:2]1[CH:9]=[CH:8][CH:7]=[C:6]([CH3:10])[C:3]=1[CH:4]=[O:5].CC1(C)C(C)(C)OB([C:19]2[CH:20]=[CH:21][C:22]([C:25]([NH:27][CH2:28][CH2:29][C:30]([O:32][CH2:33][CH3:34])=[O:31])=[O:26])=[N:23][CH:24]=2)O1.[O-]P([O-])([O-])=O.[K+].[K+].[K+]. (6) Given the product [C:1]12([C:11]3[CH:12]=[C:13]([C:26]4[CH:27]=[CH:28][C:23]([CH:21]=[O:22])=[CH:24][CH:25]=4)[CH:14]=[C:15]4[O:19][CH2:18][O:17][C:16]=34)[CH2:10][CH:5]3[CH2:6][CH:7]([CH2:9][CH:3]([CH2:4]3)[CH2:2]1)[CH2:8]2, predict the reactants needed to synthesize it. The reactants are: [C:1]12([C:11]3[CH:12]=[C:13](Br)[CH:14]=[C:15]4[O:19][CH2:18][O:17][C:16]=34)[CH2:10][CH:5]3[CH2:6][CH:7]([CH2:9][CH:3]([CH2:4]3)[CH2:2]1)[CH2:8]2.[CH:21]([C:23]1[CH:28]=[CH:27][C:26](B(O)O)=[CH:25][CH:24]=1)=[O:22].C(=O)([O-])[O-].[K+].[K+]. (7) Given the product [CH2:11]([N:18]1[CH2:23][CH2:22][CH:21]([NH:24][C:25]2[CH:33]=[CH:32][C:28]([C:29]([NH2:31])=[O:30])=[C:27]([O:34][CH:1]([CH3:3])[CH3:2])[CH:26]=2)[CH2:20][CH2:19]1)[C:12]1[CH:13]=[CH:14][CH:15]=[CH:16][CH:17]=1, predict the reactants needed to synthesize it. The reactants are: [CH:1](I)([CH3:3])[CH3:2].C(=O)([O-])[O-].[Cs+].[Cs+].[CH2:11]([N:18]1[CH2:23][CH2:22][CH:21]([NH:24][C:25]2[CH:33]=[CH:32][C:28]([C:29]([NH2:31])=[O:30])=[C:27]([OH:34])[CH:26]=2)[CH2:20][CH2:19]1)[C:12]1[CH:17]=[CH:16][CH:15]=[CH:14][CH:13]=1.O. (8) The reactants are: [C:1]([N:4]([CH3:24])[N:5]([C:13]1[CH:18]=[CH:17][C:16]([C:19](OCC)=[O:20])=[CH:15][CH:14]=1)[C:6]([O:8][C:9]([CH3:12])([CH3:11])[CH3:10])=[O:7])(=[O:3])[CH3:2].[BH4-].[Li+].C(O)C.CC(C)=O. Given the product [C:1]([N:4]([CH3:24])[N:5]([C:13]1[CH:14]=[CH:15][C:16]([CH2:19][OH:20])=[CH:17][CH:18]=1)[C:6]([O:8][C:9]([CH3:12])([CH3:11])[CH3:10])=[O:7])(=[O:3])[CH3:2], predict the reactants needed to synthesize it. (9) Given the product [C:12]([OH:27])(=[O:30])[CH3:11].[NH2:10][C@H:11]1[CH2:15][CH2:14][N:13]([CH2:16][CH2:17][N:18]2[C:26]3[CH:25]=[CH:24][N:23]=[CH:22][C:21]=3[CH:20]=[CH:19]2)[C:12]1=[O:27], predict the reactants needed to synthesize it. The reactants are: C(OC(=O)[NH:10][C@H:11]1[CH2:15][CH2:14][N:13]([CH2:16][CH2:17][N:18]2[C:26]3[CH:25]=[CH:24][N:23]=[CH:22][C:21]=3[CH:20]=[CH:19]2)[C:12]1=[O:27])C1C=CC=CC=1.C[OH:30].